From a dataset of Retrosynthesis with 50K atom-mapped reactions and 10 reaction types from USPTO. Predict the reactants needed to synthesize the given product. Given the product CC(=O)CC(=O)Nc1ccc(SC(F)(F)F)cc1, predict the reactants needed to synthesize it. The reactants are: CCOC(=O)CC(C)=O.Nc1ccc(SC(F)(F)F)cc1.